This data is from Forward reaction prediction with 1.9M reactions from USPTO patents (1976-2016). The task is: Predict the product of the given reaction. (1) Given the reactants [CH2:1]([O:3][C:4](=[O:13])[C:5]1[CH:10]=[CH:9][C:8]([OH:11])=[C:7]([F:12])[CH:6]=1)[CH3:2].Cl[CH2:15][CH2:16][N:17]1[CH2:22][CH2:21][O:20][CH2:19][CH2:18]1.C(=O)([O-])[O-].[K+].[K+], predict the reaction product. The product is: [CH2:1]([O:3][C:4](=[O:13])[C:5]1[CH:10]=[CH:9][C:8]([O:11][CH2:15][CH2:16][N:17]2[CH2:22][CH2:21][O:20][CH2:19][CH2:18]2)=[C:7]([F:12])[CH:6]=1)[CH3:2]. (2) Given the reactants CO.[N+:3]([C:6]1[CH:31]=[CH:30][C:9]([C:10]([NH:12][C:13]2[CH:21]=[C:20]([CH2:22][CH2:23][C:24]3[CH:29]=[CH:28][CH:27]=[CH:26][CH:25]=3)[CH:19]=[CH:18][C:14]=2[C:15]([OH:17])=[O:16])=[O:11])=[CH:8][CH:7]=1)([O-])=O, predict the reaction product. The product is: [NH2:3][C:6]1[CH:7]=[CH:8][C:9]([C:10]([NH:12][C:13]2[CH:21]=[C:20]([CH2:22][CH2:23][C:24]3[CH:25]=[CH:26][CH:27]=[CH:28][CH:29]=3)[CH:19]=[CH:18][C:14]=2[C:15]([OH:17])=[O:16])=[O:11])=[CH:30][CH:31]=1. (3) Given the reactants [I:1][C:2]1[C:10]2[C:5](=[N:6][CH:7]=[C:8]([C:11]3[CH:16]=[C:15]([O:17][CH3:18])[C:14]([O:19][CH3:20])=[C:13]([O:21][CH3:22])[CH:12]=3)[CH:9]=2)[NH:4][CH:3]=1.[H-].[Na+].[S:25](Cl)([C:28]1[CH:34]=[CH:33][C:31]([CH3:32])=[CH:30][CH:29]=1)(=[O:27])=[O:26], predict the reaction product. The product is: [I:1][C:2]1[C:10]2[C:5](=[N:6][CH:7]=[C:8]([C:11]3[CH:16]=[C:15]([O:17][CH3:18])[C:14]([O:19][CH3:20])=[C:13]([O:21][CH3:22])[CH:12]=3)[CH:9]=2)[N:4]([S:25]([C:28]2[CH:34]=[CH:33][C:31]([CH3:32])=[CH:30][CH:29]=2)(=[O:27])=[O:26])[CH:3]=1. (4) Given the reactants Cl[C:2]1[N:7]=[C:6]([NH:8][C:9]2[CH:14]=[CH:13][C:12]([N:15]3[CH2:20][CH2:19][O:18][CH2:17][CH2:16]3)=[CH:11][C:10]=2[N:21]2[CH:25]=[CH:24][CH:23]=[N:22]2)[C:5]([Cl:26])=[CH:4][N:3]=1.[NH2:27][C:28]1[CH:41]=[CH:40][C:31]2[NH:32][C:33](=[O:39])[CH2:34][CH2:35][C:36]([CH3:38])([CH3:37])[C:30]=2[CH:29]=1, predict the reaction product. The product is: [Cl:26][C:5]1[C:6]([NH:8][C:9]2[CH:14]=[CH:13][C:12]([N:15]3[CH2:20][CH2:19][O:18][CH2:17][CH2:16]3)=[CH:11][C:10]=2[N:21]2[CH:25]=[CH:24][CH:23]=[N:22]2)=[N:7][C:2]([NH:27][C:28]2[CH:41]=[CH:40][C:31]3[NH:32][C:33](=[O:39])[CH2:34][CH2:35][C:36]([CH3:38])([CH3:37])[C:30]=3[CH:29]=2)=[N:3][CH:4]=1. (5) Given the reactants [CH3:1][O:2][C:3](=[O:19])[CH2:4][CH2:5][CH:6]1[CH2:11][CH2:10][N:9]([C:12]([O:14][C:15]([CH3:18])([CH3:17])[CH3:16])=[O:13])[CH2:8][CH2:7]1.[CH3:20][Si]([N-][Si](C)(C)C)(C)C.[Na+].CI, predict the reaction product. The product is: [CH3:1][O:2][C:3](=[O:19])[CH:4]([CH3:20])[CH2:5][CH:6]1[CH2:11][CH2:10][N:9]([C:12]([O:14][C:15]([CH3:16])([CH3:18])[CH3:17])=[O:13])[CH2:8][CH2:7]1. (6) Given the reactants [OH:1][C:2]1[CH:3]=[N:4][C:5]2[C:10]([C:11]=1[C:12]([OH:14])=O)=[CH:9][CH:8]=[CH:7][CH:6]=2.[CH2:15]([N:17](C(C)C)C(C)C)C.N1([C:29]([N:31]2[CH:35]=[CH:34][N:33]=[CH:32]2)=[O:30])C=CN=C1.[C:36](#N)[CH3:37], predict the reaction product. The product is: [C:34]([C@@H:35]1[CH2:37][CH2:36][CH2:32][N:31]1[C:29](=[O:30])[CH2:15][NH:17][C:12]([C:11]1[C:10]2[C:5](=[CH:6][CH:7]=[CH:8][CH:9]=2)[N:4]=[CH:3][C:2]=1[OH:1])=[O:14])#[N:33]. (7) Given the reactants [OH:1][C:2]1[N:6]([C:7]2[CH:12]=[C:11]([C:13]#[N:14])[CH:10]=[CH:9][N:8]=2)[N:5]=[CH:4][CH:3]=1.[Cl:15][C:16]1[CH:21]=[CH:20][C:19]([CH2:22]O)=[C:18]([O:24][CH2:25][C:26]2[CH:31]=[CH:30][C:29]([F:32])=[CH:28][CH:27]=2)[CH:17]=1, predict the reaction product. The product is: [Cl:15][C:16]1[CH:21]=[CH:20][C:19]([CH2:22][O:1][C:2]2[N:6]([C:7]3[CH:12]=[C:11]([C:13]#[N:14])[CH:10]=[CH:9][N:8]=3)[N:5]=[CH:4][CH:3]=2)=[C:18]([O:24][CH2:25][C:26]2[CH:27]=[CH:28][C:29]([F:32])=[CH:30][CH:31]=2)[CH:17]=1. (8) Given the reactants [F:1][CH:2]([F:19])[C:3]1[CH:11]=[C:10]2[C:6]([CH2:7][CH2:8][N:9]2[C:12]([O:14][C:15]([CH3:18])([CH3:17])[CH3:16])=[O:13])=[CH:5][CH:4]=1.[Br:20]N1C(=O)CCC1=O.CCOC(C)=O, predict the reaction product. The product is: [Br:20][C:4]1[CH:5]=[C:6]2[C:10](=[CH:11][C:3]=1[CH:2]([F:1])[F:19])[N:9]([C:12]([O:14][C:15]([CH3:16])([CH3:18])[CH3:17])=[O:13])[CH2:8][CH2:7]2. (9) Given the reactants [Br:1][C:2]1[C:10]2[C:5](=[N:6][CH:7]=[CH:8][C:9]=2Cl)[N:4]([CH2:12][C:13]2[CH:18]=[CH:17][C:16]([O:19][CH3:20])=[CH:15][CH:14]=2)[N:3]=1.[OH:21][C:22]1[CH:40]=[CH:39][C:25]([C:26]([NH:28][C:29]2[CH:34]=[C:33]([C:35]([F:38])([F:37])[F:36])[CH:32]=[CH:31][N:30]=2)=[O:27])=[CH:24][CH:23]=1.C([O-])([O-])=O.[K+].[K+], predict the reaction product. The product is: [Br:1][C:2]1[C:10]2[C:5](=[N:6][CH:7]=[CH:8][C:9]=2[O:21][C:22]2[CH:23]=[CH:24][C:25]([C:26]([NH:28][C:29]3[CH:34]=[C:33]([C:35]([F:38])([F:36])[F:37])[CH:32]=[CH:31][N:30]=3)=[O:27])=[CH:39][CH:40]=2)[N:4]([CH2:12][C:13]2[CH:18]=[CH:17][C:16]([O:19][CH3:20])=[CH:15][CH:14]=2)[N:3]=1. (10) Given the reactants [Cl:1][C:2]1[CH:3]=[C:4]([NH:16][C:17]2[C:26]3[C:21](=[CH:22][CH:23]=[C:24]([NH:27][C:28](=[O:38])[CH2:29]P(OCC)(OCC)=O)[CH:25]=3)[N:20]=[CH:19][N:18]=2)[CH:5]=[CH:6][C:7]=1[O:8][CH2:9][C:10]1[CH:15]=[CH:14][CH:13]=[CH:12][N:11]=1.C[Si]([N-][Si](C)(C)C)(C)C.[Li+].C1(C)C=CC=CC=1.[CH3:56][N:57]1[CH2:61][CH2:60][CH2:59][C@H:58]1[CH:62]=O, predict the reaction product. The product is: [Cl:1][C:2]1[CH:3]=[C:4]([NH:16][C:17]2[C:26]3[C:21](=[CH:22][CH:23]=[C:24]([NH:27][C:28](=[O:38])/[CH:29]=[CH:62]/[C@@H:58]4[CH2:59][CH2:60][CH2:61][N:57]4[CH3:56])[CH:25]=3)[N:20]=[CH:19][N:18]=2)[CH:5]=[CH:6][C:7]=1[O:8][CH2:9][C:10]1[CH:15]=[CH:14][CH:13]=[CH:12][N:11]=1.